Dataset: Full USPTO retrosynthesis dataset with 1.9M reactions from patents (1976-2016). Task: Predict the reactants needed to synthesize the given product. (1) The reactants are: [Cl:1][C:2]1[CH:7]=[C:6]([C:8]([F:11])([F:10])[F:9])[CH:5]=[C:4]([Cl:12])[C:3]=1[N:13]1[C:17]([NH:18][CH3:19])=[C:16]([S:20][C:21]([F:24])([F:23])[F:22])[C:15]([C:25]#[N:26])=[N:14]1.P([O-])([O-])([O-])=O.[K+].[K+].[K+].ClC[CH2:37][S:38][CH3:39].[C:40](#N)C. Given the product [Cl:1][C:2]1[CH:7]=[C:6]([C:8]([F:11])([F:10])[F:9])[CH:5]=[C:4]([Cl:12])[C:3]=1[N:13]1[C:17]([N:18]([CH3:40])[CH2:19][CH2:37][S:38][CH3:39])=[C:16]([S:20][C:21]([F:24])([F:22])[F:23])[C:15]([C:25]#[N:26])=[N:14]1, predict the reactants needed to synthesize it. (2) Given the product [Br:1][C:2]1[CH:8]=[CH:7][C:5]([NH:6][C:21](=[O:22])[O:20][C:17]([CH3:19])([CH3:18])[CH3:16])=[CH:4][CH:3]=1, predict the reactants needed to synthesize it. The reactants are: [Br:1][C:2]1[CH:8]=[CH:7][C:5]([NH2:6])=[CH:4][CH:3]=1.CCN(CC)CC.[CH3:16][C:17]([O:20][C:21](O[C:21]([O:20][C:17]([CH3:19])([CH3:18])[CH3:16])=[O:22])=[O:22])([CH3:19])[CH3:18]. (3) The reactants are: [P:1]([O:12][CH2:13][CH2:14][CH2:15][CH3:16])([O:7]CCCC)[O:2][CH2:3][CH2:4][CH2:5][CH3:6].Br[CH2:18][C:19]([O:21][CH2:22][CH3:23])=[O:20].BrCCCC. Given the product [CH2:13]([O:12][P:1]([CH2:18][C:19]([O:21][CH2:22][CH3:23])=[O:20])([O:2][CH2:3][CH2:4][CH2:5][CH3:6])=[O:7])[CH2:14][CH2:15][CH3:16], predict the reactants needed to synthesize it. (4) The reactants are: C[O:2][CH:3](Cl)Cl.[CH2:6]([C:8]1[CH:9]=[C:10]([OH:14])[CH:11]=[CH:12][CH:13]=1)[CH3:7]. Given the product [CH2:6]([C:8]1[CH:13]=[CH:12][C:11]([CH:10]=[O:14])=[C:3]([OH:2])[CH:9]=1)[CH3:7], predict the reactants needed to synthesize it. (5) Given the product [CH2:9]([O:8][C:5]1[CH:6]=[CH:7][C:2]([B:26]([OH:27])[OH:25])=[CH:3][CH:4]=1)[CH2:10][CH2:11][CH2:12][CH2:13][CH2:14][CH2:15][CH3:16], predict the reactants needed to synthesize it. The reactants are: Br[C:2]1[CH:7]=[CH:6][C:5]([O:8][CH2:9][CH2:10][CH2:11][CH2:12][CH2:13][CH2:14][CH2:15][CH3:16])=[CH:4][CH:3]=1.C([Li])CCC.C([O:25][B:26](OC(C)C)[O:27]C(C)C)(C)C.